This data is from Full USPTO retrosynthesis dataset with 1.9M reactions from patents (1976-2016). The task is: Predict the reactants needed to synthesize the given product. Given the product [OH:32][CH2:31][C@@H:26]([N:25]1[CH:7]=[CH:6][C:5]2[C:10](=[CH:11][CH:12]=[CH:13][C:4]=2[N+:1]([O-:3])=[O:2])[C:9]1=[O:14])[C:27]([O:29][CH3:30])=[O:28], predict the reactants needed to synthesize it. The reactants are: [N+:1]([C:4]1[CH:13]=[CH:12][CH:11]=[C:10]2[C:5]=1[CH:6]=[CH:7]O[C:9]2=[O:14])([O-:3])=[O:2].CO.C(N(CC)CC)C.Cl.[NH2:25][C@H:26]([CH2:31][OH:32])[C:27]([O:29][CH3:30])=[O:28].